This data is from Reaction yield outcomes from USPTO patents with 853,638 reactions. The task is: Predict the reaction yield, written as a fraction of the theoretical maximum amount of product (1.0 means a 100% yield; for example, 0.34 means a 34% yield). The reactants are [C:1]([NH:9][C:10]1[CH:15]=[CH:14][C:13]([C:16]2[CH:24]=[C:23]3[C:19]([CH2:20][N:21]([C@@H:26]([CH:30]([CH3:32])[CH3:31])[C:27]([OH:29])=[O:28])[C:22]3=[O:25])=[CH:18][CH:17]=2)=[CH:12][CH:11]=1)(=[O:8])[C:2]1[CH:7]=[CH:6][CH:5]=[CH:4][CH:3]=1.C1(C(NC2C=CC(C3C=C4C(CN([C@@H](C(C)C)C(OC)=O)C4=O)=CC=3)=CC=2)=O)CCCCC1. The yield is 0.780. The product is [CH:2]1([C:1]([NH:9][C:10]2[CH:15]=[CH:14][C:13]([C:16]3[CH:24]=[C:23]4[C:19]([CH2:20][N:21]([C@@H:26]([CH:30]([CH3:32])[CH3:31])[C:27]([OH:29])=[O:28])[C:22]4=[O:25])=[CH:18][CH:17]=3)=[CH:12][CH:11]=2)=[O:8])[CH2:3][CH2:4][CH2:5][CH2:6][CH2:7]1. No catalyst specified.